From a dataset of Peptide-MHC class II binding affinity with 134,281 pairs from IEDB. Regression. Given a peptide amino acid sequence and an MHC pseudo amino acid sequence, predict their binding affinity value. This is MHC class II binding data. (1) The peptide sequence is IRQLERLLQAVVGAG. The MHC is DRB1_1201 with pseudo-sequence DRB1_1201. The binding affinity (normalized) is 0.480. (2) The peptide sequence is NLYKLHGGHVSCRVK. The MHC is HLA-DQA10303-DQB10402 with pseudo-sequence HLA-DQA10303-DQB10402. The binding affinity (normalized) is 0.547.